Task: Predict the reactants needed to synthesize the given product.. Dataset: Full USPTO retrosynthesis dataset with 1.9M reactions from patents (1976-2016) (1) Given the product [CH3:28][O:27][CH2:26][N:17]([C:11]1[CH:12]=[CH:13][CH:14]=[C:15]2[C:10]=1[N:9]([CH2:29][O:30][CH3:31])[C:8]([C:6]1[N:5]=[CH:4][NH:2][N:33]=1)=[CH:16]2)[S:18]([C:21]1[S:22][CH:23]=[CH:24][CH:25]=1)(=[O:20])=[O:19], predict the reactants needed to synthesize it. The reactants are: C[N:2](/[CH:4]=[N:5]/[C:6]([C:8]1[N:9]([CH2:29][O:30][CH3:31])[C:10]2[C:15]([CH:16]=1)=[CH:14][CH:13]=[CH:12][C:11]=2[N:17]([CH2:26][O:27][CH3:28])[S:18]([C:21]1[S:22][CH:23]=[CH:24][CH:25]=1)(=[O:20])=[O:19])=O)C.O.[NH2:33]N.C(O)(=O)C. (2) Given the product [Cl:10][C:11]1[CH:12]=[C:13]2[N:18]=[C:26]([C:25]3[CH:29]=[CH:30][C:22]([C:21]([O:20][CH3:19])=[O:31])=[CH:23][CH:24]=3)[NH:17][C:14]2=[N:15][CH:16]=1, predict the reactants needed to synthesize it. The reactants are: CCN(C(C)C)C(C)C.[Cl:10][C:11]1[CH:12]=[C:13]([NH2:18])[C:14]([NH2:17])=[N:15][CH:16]=1.[CH3:19][O:20][C:21](=[O:31])[C:22]1[CH:30]=[CH:29][C:25]([C:26](O)=O)=[CH:24][CH:23]=1.CN(C(ON1N=NC2C=CC=CC1=2)=[N+](C)C)C.F[P-](F)(F)(F)(F)F. (3) Given the product [CH2:1]([O:3][C:4]([C:6]1[CH:7]=[N:8][C:9]2[C:14]([C:15]=1[Cl:29])=[N:13][C:12]([C:17]1[CH:22]=[CH:21][C:20]([O:23][CH3:24])=[C:19]([O:25][CH3:26])[CH:18]=1)=[CH:11][CH:10]=2)=[O:5])[CH3:2], predict the reactants needed to synthesize it. The reactants are: [CH2:1]([O:3][C:4]([C:6]1[CH:7]=[N:8][C:9]2[C:14]([C:15]=1O)=[N:13][C:12]([C:17]1[CH:22]=[CH:21][C:20]([O:23][CH3:24])=[C:19]([O:25][CH3:26])[CH:18]=1)=[CH:11][CH:10]=2)=[O:5])[CH3:2].O=P(Cl)(Cl)[Cl:29]. (4) The reactants are: [NH2:1][C@@H:2]([CH:6]([CH3:11])[C:7]([O:9][CH3:10])=[O:8])[C:3]([OH:5])=[O:4].[CH3:12][C:13]([O:16][C:17](O[C:17]([O:16][C:13]([CH3:15])([CH3:14])[CH3:12])=[O:18])=[O:18])([CH3:15])[CH3:14].C(N(CC)CC)C. Given the product [C:13]([O:16][C:17]([NH:1][C@@H:2]([CH:6]([CH3:11])[C:7]([O:9][CH3:10])=[O:8])[C:3]([OH:5])=[O:4])=[O:18])([CH3:15])([CH3:14])[CH3:12], predict the reactants needed to synthesize it. (5) Given the product [OH:4][C@@H:3]([CH3:5])[C@@H:2]([N:1]([C:52]1[CH:51]=[CH:50][C:49]([C:46]2[CH:45]=[CH:44][C:43]([C:42]([F:41])([F:66])[F:67])=[CH:48][CH:47]=2)=[CH:54][CH:53]=1)[C:14]([O:15][CH3:16])=[O:39])[C:6]([OH:8])=[O:7], predict the reactants needed to synthesize it. The reactants are: [NH2:1][C@@H:2]([C:6]([OH:8])=[O:7])[C@H:3]([CH3:5])[OH:4].C([O-])(O)=O.[Na+].[C:14](=O)([O-:39])[O:15][CH:16](C1C=CC=CN=1)C1C=CC(C2C=CC(C(F)(F)F)=CC=2)=CC=1.[F:41][C:42]([F:67])([F:66])[C:43]1[CH:48]=[CH:47][C:46]([C:49]2[CH:54]=[CH:53][C:52](C3C=CN(C([O-])=O)C(=O)C=3C)=[CH:51][CH:50]=2)=[CH:45][CH:44]=1. (6) Given the product [F:18][C:19]1[CH:34]=[C:33]([C:2]2[C:3]3[C:4]4[CH:17]=[CH:16][S:15][C:5]=4[C:6](=[O:14])[NH:7][C:8]=3[CH:9]=[CH:10][C:11]=2[O:12][CH3:13])[CH:32]=[CH:31][C:20]=1[CH2:21][CH2:22][NH:23][C:24](=[O:30])[O:25][C:26]([CH3:29])([CH3:28])[CH3:27], predict the reactants needed to synthesize it. The reactants are: Br[C:2]1[C:3]2[C:4]3[CH:17]=[CH:16][S:15][C:5]=3[C:6](=[O:14])[NH:7][C:8]=2[CH:9]=[CH:10][C:11]=1[O:12][CH3:13].[F:18][C:19]1[CH:34]=[C:33](B2OC(C)(C)C(C)(C)O2)[CH:32]=[CH:31][C:20]=1[CH2:21][CH2:22][NH:23][C:24](=[O:30])[O:25][C:26]([CH3:29])([CH3:28])[CH3:27]. (7) The reactants are: [C:1]([O:5][C:6](=[O:34])[N:7]([C@H:11]1[CH2:20][CH2:19][C:18]2[C:13](=[CH:14][CH:15]=[C:16]([NH:21][S:22]([C:25]3[CH:30]=[CH:29][C:28]([C:31](=[O:33])[CH3:32])=[CH:27][CH:26]=3)(=[O:24])=[O:23])[CH:17]=2)[CH2:12]1)[CH2:8][CH2:9][CH3:10])([CH3:4])([CH3:3])[CH3:2].[CH3:35][Mg]Br.C(OCC)C. Given the product [C:1]([O:5][C:6](=[O:34])[N:7]([C@H:11]1[CH2:20][CH2:19][C:18]2[C:13](=[CH:14][CH:15]=[C:16]([NH:21][S:22]([C:25]3[CH:30]=[CH:29][C:28]([C:31]([OH:33])([CH3:35])[CH3:32])=[CH:27][CH:26]=3)(=[O:24])=[O:23])[CH:17]=2)[CH2:12]1)[CH2:8][CH2:9][CH3:10])([CH3:2])([CH3:3])[CH3:4], predict the reactants needed to synthesize it.